This data is from Forward reaction prediction with 1.9M reactions from USPTO patents (1976-2016). The task is: Predict the product of the given reaction. (1) Given the reactants Cl[C:2]1[N:3]([CH2:19][C:20]2[CH:25]=[CH:24][C:23]([C:26]3[CH:31]=[CH:30][CH:29]=[C:28]([F:32])[N:27]=3)=[CH:22][CH:21]=2)[N:4]=[C:5]2[N:10]3[C@H:11]4[CH2:16][CH2:15][CH2:14][C@H:12]4[N:13]=[C:9]3[N:8]([CH3:17])[C:7](=[O:18])[C:6]=12.C([O-])([O-])=O.[K+].[K+].CC1(C)C2C(=C(P(C3C=CC=CC=3)C3C=CC=CC=3)C=CC=2)OC2C(P(C3C=CC=CC=3)C3C=CC=CC=3)=CC=CC1=2.[NH2:81][C:82]1[CH:87]=[CH:86][CH:85]=[CH:84][CH:83]=1, predict the reaction product. The product is: [CH3:17][N:8]1[C:7](=[O:18])[C:6]2=[C:2]([NH:81][C:82]3[CH:87]=[CH:86][CH:85]=[CH:84][CH:83]=3)[N:3]([CH2:19][C:20]3[CH:25]=[CH:24][C:23]([C:26]4[CH:31]=[CH:30][CH:29]=[C:28]([F:32])[N:27]=4)=[CH:22][CH:21]=3)[N:4]=[C:5]2[N:10]2[C@H:11]3[CH2:16][CH2:15][CH2:14][C@H:12]3[N:13]=[C:9]12. (2) Given the reactants C(N(CC)CC)C.[Br:8][C:9]1[CH:17]=[C:16]([CH3:18])[CH:15]=[CH:14][C:10]=1[C:11](O)=[O:12].ClC(OCC)=O.[H-].[Al+3].[Li+].[H-].[H-].[H-], predict the reaction product. The product is: [Br:8][C:9]1[CH:17]=[C:16]([CH3:18])[CH:15]=[CH:14][C:10]=1[CH2:11][OH:12].